This data is from KCNQ2 potassium channel screen with 302,405 compounds. The task is: Binary Classification. Given a drug SMILES string, predict its activity (active/inactive) in a high-throughput screening assay against a specified biological target. (1) The molecule is S(=O)(=O)(N1CCOCC1)c1cc(ccc1OC)CC(Oc1c(cccc1)C)=O. The result is 0 (inactive). (2) The compound is S(c1nc(cc(NC(=O)N)n1)C)C. The result is 0 (inactive). (3) The compound is Fc1cc(C2N(CCCC2)Cc2onc(n2)C2CC2)ccc1. The result is 0 (inactive). (4) The drug is S(=O)(=O)(NCC(C)C)c1ccc(CCC(=O)N2CCN(CC2)C(OCC)=O)cc1. The result is 0 (inactive). (5) The drug is S(=O)(=O)(N1C(OCC1)CNC(=O)C(=O)NCc1ncccc1)c1ccc([N+]([O-])=O)cc1. The result is 0 (inactive). (6) The molecule is S(c1n(CCOC)c(=O)c2c(n1)cccc2)CC(=O)c1c(n(c(c1)C)C)C. The result is 0 (inactive). (7) The compound is S(=O)(=O)(n1nc(nc1N(C)C)N(C)C)c1cc(ccc1)C(F)(F)F. The result is 0 (inactive). (8) The molecule is s1c(C=2CC(CC(=O)C2)(C)C)ccc1. The result is 0 (inactive). (9) The compound is o1c(/C=C(/NC(=O)c2ccccc2)C(O)=O)ccc1. The result is 0 (inactive). (10) The compound is O(c1cc(C(=O)Nc2ncc(NC(=O)CC)cc2)ccc1)C. The result is 0 (inactive).